From a dataset of Full USPTO retrosynthesis dataset with 1.9M reactions from patents (1976-2016). Predict the reactants needed to synthesize the given product. Given the product [CH3:6][O:7][C:8]1[CH:9]=[C:10]2[C:14](=[CH:15][CH:16]=1)[NH:13][C:12]([CH2:17][CH2:18][CH3:19])=[C:11]2[CH:22]=[O:23], predict the reactants needed to synthesize it. The reactants are: P(Cl)(Cl)(Cl)=O.[CH3:6][O:7][C:8]1[CH:9]=[C:10]2[C:14](=[CH:15][CH:16]=1)[NH:13][C:12]([CH2:17][CH2:18][CH3:19])=[CH:11]2.CN(C)[CH:22]=[O:23].